The task is: Predict the reaction yield, written as a fraction of the theoretical maximum amount of product (1.0 means a 100% yield; for example, 0.34 means a 34% yield).. This data is from Reaction yield outcomes from USPTO patents with 853,638 reactions. (1) The reactants are F[C:2]1[CH:3]=[CH:4][C:5]2[C:6](=[O:24])[N:7]3[CH2:16][CH2:15][N:14]([C:17]([O:19][C:20]([CH3:23])([CH3:22])[CH3:21])=[O:18])[CH2:13][CH:8]3[CH2:9][O:10][C:11]=2[N:12]=1.[NH:25]1[CH2:30][CH2:29][O:28][CH2:27][CH2:26]1. No catalyst specified. The product is [O:28]1[CH2:29][CH2:30][N:25]([C:2]2[CH:3]=[CH:4][C:5]3[C:6](=[O:24])[N:7]4[CH2:16][CH2:15][N:14]([C:17]([O:19][C:20]([CH3:23])([CH3:22])[CH3:21])=[O:18])[CH2:13][CH:8]4[CH2:9][O:10][C:11]=3[N:12]=2)[CH2:26][CH2:27]1. The yield is 0.581. (2) The reactants are [OH:1][C:2]1[CH:3]=[C:4]2[C:9](=[CH:10][CH:11]=1)[CH2:8][CH:7]([NH:12][C:13](=[O:15])[CH3:14])[CH2:6][CH2:5]2.C([O-])([O-])=O.[Cs+].[Cs+].Br[C:23]([CH3:32])([CH3:31])[C:24]([O:26][C:27]([CH3:30])([CH3:29])[CH3:28])=[O:25]. The catalyst is CN(C=O)C.CCOC(C)=O. The product is [C:27]([O:26][C:24](=[O:25])[C:23]([O:1][C:2]1[CH:11]=[CH:10][C:9]2[CH2:8][CH:7]([NH:12][C:13](=[O:15])[CH3:14])[CH2:6][CH2:5][C:4]=2[CH:3]=1)([CH3:32])[CH3:31])([CH3:30])([CH3:29])[CH3:28]. The yield is 0.690. (3) The catalyst is C1C=CC([P]([Pd]([P](C2C=CC=CC=2)(C2C=CC=CC=2)C2C=CC=CC=2)([P](C2C=CC=CC=2)(C2C=CC=CC=2)C2C=CC=CC=2)[P](C2C=CC=CC=2)(C2C=CC=CC=2)C2C=CC=CC=2)(C2C=CC=CC=2)C2C=CC=CC=2)=CC=1.C1(C)C=CC=CC=1.C(COC)OC. The reactants are [CH:1]1[C:14]2[CH:13]=[C:12](B(O)O)[C:11]3[C:6](=[CH:7][CH:8]=[CH:9][CH:10]=3)[C:5]=2[CH:4]=[CH:3][CH:2]=1.[Br:18][C:19]1[CH:20]=[C:21](I)[CH:22]=[CH:23][CH:24]=1.C(=O)([O-])[O-].[Na+].[Na+]. The yield is 0.740. The product is [Br:18][C:19]1[CH:24]=[C:23]([C:12]2[C:11]3[C:6]([C:5]4[CH:4]=[CH:3][CH:2]=[CH:1][C:14]=4[CH:13]=2)=[CH:7][CH:8]=[CH:9][CH:10]=3)[CH:22]=[CH:21][CH:20]=1. (4) The product is [Br:1][C:2]1[CH:9]=[C:8]([CH3:10])[C:5]([CH:6]=[O:23])=[C:4]([O:11][CH3:12])[CH:3]=1. The yield is 0.440. No catalyst specified. The reactants are [Br:1][C:2]1[CH:9]=[C:8]([CH3:10])[C:5]([C:6]#N)=[C:4]([O:11][CH3:12])[CH:3]=1.[H-].C([Al+]CC(C)C)C(C)C.[O:23]1CCCC1. (5) The product is [CH3:33][O:32][N:31]([CH3:30])[C:19]([C:15]1[CH:14]=[C:13]([C:9]2[N:8]=[C:7]([NH:6][C:3]3[CH:4]=[CH:5][S:1][CH:2]=3)[N:12]=[CH:11][N:10]=2)[CH:18]=[CH:17][N:16]=1)=[O:21]. The catalyst is CN(C)C=O. The reactants are [S:1]1[CH:5]=[CH:4][C:3]([NH:6][C:7]2[N:12]=[CH:11][N:10]=[C:9]([C:13]3[CH:18]=[CH:17][N:16]=[C:15]([C:19]([OH:21])=O)[CH:14]=3)[N:8]=2)=[CH:2]1.C(N(CC)CC)C.Cl.[CH3:30][NH:31][O:32][CH3:33].O. The yield is 0.810.